Dataset: Choline transporter screen with 302,306 compounds. Task: Binary Classification. Given a drug SMILES string, predict its activity (active/inactive) in a high-throughput screening assay against a specified biological target. (1) The compound is Brc1cc(N(S(=O)(=O)C)CC(=O)NCC=C)ccc1. The result is 0 (inactive). (2) The compound is S1CC(=NN=C1N)c1cc2OCCOc2cc1. The result is 0 (inactive).